Dataset: Catalyst prediction with 721,799 reactions and 888 catalyst types from USPTO. Task: Predict which catalyst facilitates the given reaction. Reactant: [OH:1][C:2]1[CH:27]=[CH:26][C:5]([C:6]([NH:8][C:9]2[S:13][C:12]([NH:14][C:15]3[CH:20]=[CH:19][C:18]([O:21][CH3:22])=[CH:17][CH:16]=3)=[N:11][C:10]=2[C:23]([NH2:25])=[O:24])=[O:7])=[CH:4][CH:3]=1.C(=O)([O-])[O-].[K+].[K+].Cl.Cl[CH2:36][CH2:37][N:38]1[CH2:42][CH2:41][CH2:40][CH2:39]1. The catalyst class is: 31. Product: [CH3:22][O:21][C:18]1[CH:19]=[CH:20][C:15]([NH:14][C:12]2[S:13][C:9]([NH:8][C:6](=[O:7])[C:5]3[CH:4]=[CH:3][C:2]([O:1][CH2:36][CH2:37][N:38]4[CH2:42][CH2:41][CH2:40][CH2:39]4)=[CH:27][CH:26]=3)=[C:10]([C:23]([NH2:25])=[O:24])[N:11]=2)=[CH:16][CH:17]=1.